Dataset: Reaction yield outcomes from USPTO patents with 853,638 reactions. Task: Predict the reaction yield, written as a fraction of the theoretical maximum amount of product (1.0 means a 100% yield; for example, 0.34 means a 34% yield). (1) The reactants are [C:1]([C:5]1[CH:6]=[C:7]2[C:12](=[CH:13][CH:14]=1)[C:11](=[O:15])[NH:10][CH2:9][CH2:8]2)([CH3:4])([CH3:3])[CH3:2].Br[C:17]1[CH:24]=[CH:23][CH:22]=[C:21]([Cl:25])[C:18]=1[CH:19]=[O:20].C([O-])([O-])=O.[K+].[K+]. The catalyst is C([O-])(=O)C.[Pd+2].C([O-])(=O)C.CC1(C)C2C(=C(P(C3C=CC=CC=3)C3C=CC=CC=3)C=CC=2)OC2C(P(C3C=CC=CC=3)C3C=CC=CC=3)=CC=CC1=2. The product is [C:1]([C:5]1[CH:6]=[C:7]2[C:12](=[CH:13][CH:14]=1)[C:11](=[O:15])[N:10]([C:17]1[CH:24]=[CH:23][CH:22]=[C:21]([Cl:25])[C:18]=1[CH:19]=[O:20])[CH2:9][CH2:8]2)([CH3:4])([CH3:2])[CH3:3]. The yield is 0.918. (2) The reactants are [Cl:1][C:2]1[CH:7]=[CH:6][C:5]([OH:8])=[CH:4][C:3]=1[C:9]([F:12])([F:11])[F:10].[F:13][C:14]1[CH:15]=[C:16]([CH:19]=[CH:20][C:21]=1F)[CH:17]=[O:18]. No catalyst specified. The product is [Cl:1][C:2]1[CH:7]=[CH:6][C:5]([O:8][C:21]2[CH:20]=[CH:19][C:16]([CH:17]=[O:18])=[CH:15][C:14]=2[F:13])=[CH:4][C:3]=1[C:9]([F:10])([F:11])[F:12]. The yield is 0.800. (3) The reactants are [CH:1]1[CH2:6][CH2:5][CH:4]=[CH:3][CH:2]=1.[C:7]1([S:13](/[CH:16]=[CH:17]/[S:18]([C:21]2[CH:26]=[CH:25][CH:24]=[CH:23][CH:22]=2)(=[O:20])=[O:19])(=[O:15])=[O:14])[CH:12]=[CH:11][CH:10]=[CH:9][CH:8]=1. The catalyst is C1(C)C=CC=CC=1. The product is [C:7]1([S:13]([CH:16]2[CH:17]([S:18]([C:21]3[CH:22]=[CH:23][CH:24]=[CH:25][CH:26]=3)(=[O:20])=[O:19])[CH:3]3[CH2:4][CH2:5][CH:6]2[CH:1]=[CH:2]3)(=[O:14])=[O:15])[CH:8]=[CH:9][CH:10]=[CH:11][CH:12]=1. The yield is 0.900. (4) The reactants are [C:1]([C:6]1[CH:7]=[CH:8][C:9]([O:29]C)=[C:10]([CH:28]=1)[C:11]([NH:13][C:14]1[CH:19]=[C:18]([C:20]([F:23])([F:22])[F:21])[CH:17]=[C:16]([C:24]([F:27])([F:26])[F:25])[CH:15]=1)=[O:12])(=[O:5])CCC.N1C(C)=CC(C)=[CH:33][C:32]=1[CH3:39].[I-].[Li+].Cl. No catalyst specified. The product is [F:22][C:20]([F:23])([F:21])[C:18]1[CH:19]=[C:14]([NH:13][C:11](=[O:12])[C:10]2[CH:28]=[C:6]([C:1](=[O:5])[CH:32]([CH3:39])[CH3:33])[CH:7]=[CH:8][C:9]=2[OH:29])[CH:15]=[C:16]([C:24]([F:27])([F:26])[F:25])[CH:17]=1. The yield is 0.653.